Dataset: Catalyst prediction with 721,799 reactions and 888 catalyst types from USPTO. Task: Predict which catalyst facilitates the given reaction. Reactant: [C:1]([O:5][C:6](=[O:35])[N:7]([CH2:33][CH3:34])[CH2:8][C:9]1[CH:10]=[N:11][CH:12]=[C:13]([C:16]2[CH:17]=[C:18]3[C:22](=[CH:23][CH:24]=2)[N:21]([CH:25]2[CH2:30][CH2:29][CH2:28][CH2:27][O:26]2)[N:20]=[C:19]3[CH:31]=O)[C:14]=1[CH3:15])([CH3:4])([CH3:3])[CH3:2].C(OP([CH2:44][C:45](=[O:47])[CH3:46])(=O)OCC)C.C(=O)([O-])[O-].[K+].[K+]. Product: [C:1]([O:5][C:6](=[O:35])[N:7]([CH2:33][CH3:34])[CH2:8][C:9]1[CH:10]=[N:11][CH:12]=[C:13]([C:16]2[CH:17]=[C:18]3[C:22](=[CH:23][CH:24]=2)[N:21]([CH:25]2[CH2:30][CH2:29][CH2:28][CH2:27][O:26]2)[N:20]=[C:19]3[CH:31]=[CH:44][C:45](=[O:47])[CH3:46])[C:14]=1[CH3:15])([CH3:4])([CH3:2])[CH3:3]. The catalyst class is: 1.